Dataset: Forward reaction prediction with 1.9M reactions from USPTO patents (1976-2016). Task: Predict the product of the given reaction. (1) Given the reactants Br[C:2]1[C:10]([CH3:11])=[CH:9][CH:8]=[CH:7][C:3]=1[C:4]([NH2:6])=[O:5].[F:12][C:13]1[CH:18]=[C:17]([F:19])[CH:16]=[CH:15][C:14]=1[CH2:20][CH2:21][C:22]1[CH:27]=[CH:26][C:25]([S:28](C2C=CC=CC=2)(=[O:30])=[O:29])=[CH:24][CH:23]=1, predict the reaction product. The product is: [F:12][C:13]1[CH:18]=[C:17]([F:19])[CH:16]=[CH:15][C:14]=1/[CH:20]=[CH:21]/[C:22]1[CH:27]=[CH:26][C:25]([S:28]([C:2]2[C:10]([CH3:11])=[CH:9][CH:8]=[CH:7][C:3]=2[C:4]([NH2:6])=[O:5])(=[O:30])=[O:29])=[CH:24][CH:23]=1. (2) Given the reactants [CH3:1][O:2][C:3]1[CH:4]=[C:5]([CH:11]=[CH:12][C:13](=[O:15])[CH3:14])[CH:6]=[C:7]([O:9][CH3:10])[CH:8]=1.CCCCCCC.C1(C)C=CC=CC=1, predict the reaction product. The product is: [CH3:10][O:9][C:7]1[CH:6]=[C:5]([CH2:11][CH2:12][C:13](=[O:15])[CH3:14])[CH:4]=[C:3]([O:2][CH3:1])[CH:8]=1. (3) Given the reactants Br[C:2]1[C:10]2[O:9][C:8]([C:11]3([CH3:16])[O:15][CH2:14][CH2:13][O:12]3)=[N:7][C:6]=2[C:5]([O:17][CH3:18])=[CH:4][CH:3]=1.C1(P(C2C=CC=CC=2)CCCP(C2C=CC=CC=2)C2C=CC=CC=2)C=CC=CC=1.C(N(CC)CC)C.[C]=[O:56].[O:57]1[CH2:61]CCC1, predict the reaction product. The product is: [CH3:18][O:17][C:5]1[C:6]2[N:7]=[C:8]([C:11]3([CH3:16])[O:15][CH2:14][CH2:13][O:12]3)[O:9][C:10]=2[C:2]([C:61]([OH:57])=[O:56])=[CH:3][CH:4]=1.